Dataset: Forward reaction prediction with 1.9M reactions from USPTO patents (1976-2016). Task: Predict the product of the given reaction. (1) Given the reactants C(OC(=O)[NH:7][C:8]1[CH:13]=[CH:12][C:11]([C:14]2[CH:19]=[CH:18][C:17]([F:20])=[CH:16][C:15]=2[F:21])=[CH:10][C:9]=1[NH:22][C:23](=[O:39])[CH2:24][C:25]([C:27]1[CH:32]=[CH:31][CH:30]=[C:29]([N:33]2[CH:37]=[CH:36][N:35]=[C:34]2[CH3:38])[CH:28]=1)=O)(C)(C)C.C(O)(C(F)(F)F)=O, predict the reaction product. The product is: [F:21][C:15]1[CH:16]=[C:17]([F:20])[CH:18]=[CH:19][C:14]=1[C:11]1[CH:12]=[CH:13][C:8]2[N:7]=[C:25]([C:27]3[CH:32]=[CH:31][CH:30]=[C:29]([N:33]4[CH:37]=[CH:36][N:35]=[C:34]4[CH3:38])[CH:28]=3)[CH2:24][C:23](=[O:39])[NH:22][C:9]=2[CH:10]=1. (2) Given the reactants Br[C:2]1[C:3]2[C:8]([CH:9]=[C:10]3[C:15]=1[CH:14]=[CH:13][CH:12]=[CH:11]3)=[CH:7][CH:6]=[CH:5][CH:4]=2.C([Li])CCC.[B:21](OC)([O:24]C)[O:22]C.Cl, predict the reaction product. The product is: [CH:14]1[C:15]2[C:10](=[CH:9][C:8]3[C:3]([C:2]=2[B:21]([OH:24])[OH:22])=[CH:4][CH:5]=[CH:6][CH:7]=3)[CH:11]=[CH:12][CH:13]=1. (3) The product is: [CH:1]1(/[CH:6]=[CH:7]/[C@@H:8]([OH:9])[C@H:10]([OH:14])[C@@H:11]([OH:18])[C@@H:12]([O:16][CH3:17])[C:13]([NH:20][C@@H:21]2[C:27](=[O:28])[NH:26][C:25]3[C:29]([C:33]4[CH:34]=[CH:35][CH:36]=[CH:37][CH:38]=4)=[CH:30][CH:31]=[CH:32][C:24]=3[O:23][CH2:22]2)=[O:15])[CH2:5][CH2:4][CH2:3][CH2:2]1. Given the reactants [CH:1]1(/[CH:6]=[CH:7]/[C@H:8]([C@@H:10]2[O:14][C:13](=[O:15])[C@H:12]([O:16][CH3:17])[C@@H:11]2[OH:18])[OH:9])[CH2:5][CH2:4][CH2:3][CH2:2]1.Cl.[NH2:20][C@@H:21]1[C:27](=[O:28])[NH:26][C:25]2[C:29]([C:33]3[CH:38]=[CH:37][CH:36]=[CH:35][CH:34]=3)=[CH:30][CH:31]=[CH:32][C:24]=2[O:23][CH2:22]1.C(C(CCCC)C([O-])=O)C.[Na+], predict the reaction product. (4) The product is: [CH3:24][O:23][C:18]1[CH:19]=[CH:20][CH:21]=[CH:22][C:17]=1[C:15]1[O:14][N:13]=[C:12]([CH2:11][CH2:10][CH2:9][CH2:8][C:7]([OH:25])=[O:6])[CH:16]=1. Given the reactants O[Li].O.C([O:6][C:7](=[O:25])[CH2:8][CH2:9][CH2:10][CH2:11][C:12]1[CH:16]=[C:15]([C:17]2[CH:22]=[CH:21][CH:20]=[CH:19][C:18]=2[O:23][CH3:24])[O:14][N:13]=1)C.Cl, predict the reaction product.